Predict which catalyst facilitates the given reaction. From a dataset of Catalyst prediction with 721,799 reactions and 888 catalyst types from USPTO. (1) Reactant: [CH3:1][C:2]1[CH:7]=[CH:6][C:5]([Mg]Br)=[CH:4][CH:3]=1.[N:10]12[CH2:17][CH2:16][C:13]([C:18]([O:20]CC)=O)([CH2:14][CH2:15]1)[CH2:12][CH2:11]2. Product: [N:10]12[CH2:11][CH2:12][C:13]([C:18]([C:5]3[CH:6]=[CH:7][C:2]([CH3:1])=[CH:3][CH:4]=3)([C:5]3[CH:6]=[CH:7][C:2]([CH3:1])=[CH:3][CH:4]=3)[OH:20])([CH2:14][CH2:15]1)[CH2:16][CH2:17]2. The catalyst class is: 1. (2) Reactant: [CH2:1]([O:8][C:9]1[CH:10]=[C:11]([CH:17]=[C:18]([O:28][CH2:29][CH2:30][CH2:31][CH2:32][CH2:33][CH2:34][CH3:35])[C:19]=1[O:20][CH2:21][CH2:22][CH2:23][CH2:24][CH2:25][CH2:26][CH3:27])[C:12]([O:14]CC)=[O:13])[CH2:2][CH2:3][CH2:4][CH2:5][CH2:6][CH3:7].[OH-].[K+].O.Cl. Product: [CH2:29]([O:28][C:18]1[CH:17]=[C:11]([CH:10]=[C:9]([O:8][CH2:1][CH2:2][CH2:3][CH2:4][CH2:5][CH2:6][CH3:7])[C:19]=1[O:20][CH2:21][CH2:22][CH2:23][CH2:24][CH2:25][CH2:26][CH3:27])[C:12]([OH:14])=[O:13])[CH2:30][CH2:31][CH2:32][CH2:33][CH2:34][CH3:35]. The catalyst class is: 87.